Dataset: Forward reaction prediction with 1.9M reactions from USPTO patents (1976-2016). Task: Predict the product of the given reaction. (1) Given the reactants [CH3:1][O:2][C:3]1[C:4]([CH3:17])=[C:5]([C:8]([O:15][CH3:16])=[C:9]([O:13][CH3:14])[C:10]=1[O:11][CH3:12])[CH:6]=[O:7].[CH2:18]([O:25][C:26]1[CH:31]=[CH:30][C:29](Br)=[CH:28][CH:27]=1)[C:19]1[CH:24]=[CH:23][CH:22]=[CH:21][CH:20]=1.[Mg].[Cl-].[NH4+], predict the reaction product. The product is: [CH3:1][O:2][C:3]1[C:4]([CH3:17])=[C:5]([CH:6]([C:29]2[CH:30]=[CH:31][C:26]([O:25][CH2:18][C:19]3[CH:24]=[CH:23][CH:22]=[CH:21][CH:20]=3)=[CH:27][CH:28]=2)[OH:7])[C:8]([O:15][CH3:16])=[C:9]([O:13][CH3:14])[C:10]=1[O:11][CH3:12]. (2) Given the reactants Br[C:2]1[CH:7]=[CH:6][C:5]([C:8]2[C:9]([S:17][C:18]3[N:19]([CH2:28][CH2:29][CH2:30][NH:31][CH:32]([CH3:34])[CH3:33])[C:20]4[C:25]([N:26]=3)=[C:24]([NH2:27])[N:23]=[CH:22][N:21]=4)=[CH:10][C:11]3[O:15][CH2:14][O:13][C:12]=3[CH:16]=2)=[CH:4][CH:3]=1.BrC1C=CC(B(O)O)=CC=1.CC(NCCCN1C(SC2C=[C:67]3[O:69]COC3=CC=2I)=NC2C(N)=NC=NC1=2)C.C([O-])(O)=O.[Na+], predict the reaction product. The product is: [CH:32]([NH:31][CH2:30][CH2:29][CH2:28][N:19]1[C:18]([S:17][C:9]2[C:8]([C:5]3[CH:6]=[CH:7][C:2]([O:69][CH3:67])=[CH:3][CH:4]=3)=[CH:16][C:12]3[O:13][CH2:14][O:15][C:11]=3[CH:10]=2)=[N:26][C:25]2[C:20]1=[N:21][CH:22]=[N:23][C:24]=2[NH2:27])([CH3:34])[CH3:33]. (3) Given the reactants [CH3:1][C:2]1[CH:16]=[C:15]([CH3:17])[CH:14]=[C:13]([CH3:18])[C:3]=1[CH2:4][S:5][C:6]1[CH:11]=[CH:10][CH:9]=[CH:8][N+:7]=1[O-:12].ClC1C=CC=C(C(OO)=[O:27])C=1, predict the reaction product. The product is: [CH3:1][C:2]1[CH:16]=[C:15]([CH3:17])[CH:14]=[C:13]([CH3:18])[C:3]=1[CH2:4][S:5]([C:6]1[CH:11]=[CH:10][CH:9]=[CH:8][N+:7]=1[O-:12])=[O:27].